Dataset: NCI-60 drug combinations with 297,098 pairs across 59 cell lines. Task: Regression. Given two drug SMILES strings and cell line genomic features, predict the synergy score measuring deviation from expected non-interaction effect. (1) Drug 1: C1C(C(OC1N2C=NC3=C(N=C(N=C32)Cl)N)CO)O. Drug 2: C1CN1C2=NC(=NC(=N2)N3CC3)N4CC4. Cell line: OVCAR-5. Synergy scores: CSS=44.0, Synergy_ZIP=-15.0, Synergy_Bliss=-5.53, Synergy_Loewe=-3.53, Synergy_HSA=-0.830. (2) Drug 1: COC1=C(C=C2C(=C1)N=CN=C2NC3=CC(=C(C=C3)F)Cl)OCCCN4CCOCC4. Drug 2: CC1=C(C(=O)C2=C(C1=O)N3CC4C(C3(C2COC(=O)N)OC)N4)N. Cell line: A549. Synergy scores: CSS=47.5, Synergy_ZIP=-0.700, Synergy_Bliss=-1.52, Synergy_Loewe=4.54, Synergy_HSA=5.84.